Dataset: Full USPTO retrosynthesis dataset with 1.9M reactions from patents (1976-2016). Task: Predict the reactants needed to synthesize the given product. (1) Given the product [C:1](/[CH:3]=[CH:4]/[S:5]([C:8]1[CH:9]=[CH:10][C:11]([C:14]([CH3:19])([CH3:18])[C:15]([NH:20][C:21]2[CH:26]=[C:25]([CH3:27])[CH:24]=[CH:23][C:22]=2[OH:28])=[O:17])=[CH:12][CH:13]=1)(=[O:6])=[O:7])#[N:2], predict the reactants needed to synthesize it. The reactants are: [C:1](/[CH:3]=[CH:4]/[S:5]([C:8]1[CH:13]=[CH:12][C:11]([C:14]([CH3:19])([CH3:18])[C:15]([OH:17])=O)=[CH:10][CH:9]=1)(=[O:7])=[O:6])#[N:2].[NH2:20][C:21]1[CH:26]=[C:25]([CH3:27])[CH:24]=[CH:23][C:22]=1[OH:28].Cl.CN(C)CCCN=C=NCC.ON1C2C=CC=CC=2N=N1. (2) Given the product [OH:8][CH2:9][CH2:10][CH2:11][C:12]1[CH:13]=[C:14]2[C:18](=[CH:19][CH:20]=1)[NH:17][CH:16]=[C:15]2[C:39](=[O:40])[CH2:38][C:32]1[CH:37]=[CH:36][CH:35]=[CH:34][CH:33]=1, predict the reactants needed to synthesize it. The reactants are: [Si]([O:8][CH2:9][CH2:10][CH2:11][C:12]1[CH:13]=[C:14]2[C:18](=[CH:19][CH:20]=1)[NH:17][CH:16]=[CH:15]2)(C(C)(C)C)(C)C.[Cl-].C([Al+]CC)C.C1COCC1.[C:32]1([CH2:38][C:39](Cl)=[O:40])[CH:37]=[CH:36][CH:35]=[CH:34][CH:33]=1.